From a dataset of Catalyst prediction with 721,799 reactions and 888 catalyst types from USPTO. Predict which catalyst facilitates the given reaction. (1) Reactant: [Cl:1][C:2]1[C:11]([Cl:12])=[CH:10][C:5]([C:6]([O:8][CH3:9])=[O:7])=[C:4]([CH:13]=O)[CH:3]=1.C1(P(=[CH:34][C:35]#[N:36])(C2C=CC=CC=2)C2C=CC=CC=2)C=CC=CC=1. Product: [Cl:1][C:2]1[C:11]([Cl:12])=[CH:10][C:5]([C:6]([O:8][CH3:9])=[O:7])=[C:4](/[CH:13]=[CH:34]/[C:35]#[N:36])[CH:3]=1. The catalyst class is: 11. (2) Reactant: C(Cl)(=O)C(Cl)=O.CS(C)=O.[OH:11][CH2:12][C@@H:13]1[CH2:22][CH2:21][C:20]2[CH:19]=[C:18]([C@H:23]3[CH2:32][CH2:31][C@@:25]4([NH:29][C:28](=[O:30])[O:27][CH2:26]4)[CH2:24]3)[CH:17]=[CH:16][C:15]=2[CH2:14]1. Product: [O:30]=[C:28]1[O:27][CH2:26][C@:25]2([CH2:31][CH2:32][C@H:23]([C:18]3[CH:19]=[C:20]4[C:15](=[CH:16][CH:17]=3)[CH2:14][C@H:13]([CH:12]=[O:11])[CH2:22][CH2:21]4)[CH2:24]2)[NH:29]1. The catalyst class is: 2. (3) Reactant: C([N:4]1[C:8]2[S:9][C:10]([C:12]#[N:13])=[CH:11][C:7]=2[CH:6]=[N:5]1)(=O)C.Cl. Product: [NH:4]1[C:8]2[S:9][C:10]([C:12]#[N:13])=[CH:11][C:7]=2[CH:6]=[N:5]1. The catalyst class is: 494. (4) The catalyst class is: 9. Reactant: [Cl:1][C:2]1[CH:3]=[C:4]([CH:11]=[CH:12][CH:13]=1)[CH2:5][CH:6]([C:9]#[N:10])[C:7]#[N:8].C(=O)([O-])[O-].[K+].[K+].Br[CH2:21][CH2:22][Cl:23]. Product: [Cl:1][C:2]1[CH:3]=[C:4]([CH:11]=[CH:12][CH:13]=1)[CH2:5][C:6]([CH2:21][CH2:22][Cl:23])([C:7]#[N:8])[C:9]#[N:10]. (5) Reactant: CC1C(I)=CC(C=O)=CC=1I.[CH2:12]1[CH2:17][C:16]2[CH:18]=[CH:19][NH:20][C:15]=2[CH2:14][CH2:13]1.FC(F)(F)C(O)=O.ClC1C(=O)C([C:39]#[N:40])=C(C#N)C(=O)C=1Cl.CCN(CC)CC.[B:49](F)([F:51])[F:50].CCOCC. Product: [B-:49]1([F:51])([F:50])[N+:40]2=[CH:39][CH:17]=[CH:12][C:13]2=[CH:14][C:15]2[N:20]1[CH:19]=[CH:18][CH:16]=2. The catalyst class is: 2.